From a dataset of Merck oncology drug combination screen with 23,052 pairs across 39 cell lines. Regression. Given two drug SMILES strings and cell line genomic features, predict the synergy score measuring deviation from expected non-interaction effect. (1) Drug 1: O=P1(N(CCCl)CCCl)NCCCO1. Drug 2: N#Cc1ccc(Cn2cncc2CN2CCN(c3cccc(Cl)c3)C(=O)C2)cc1. Cell line: VCAP. Synergy scores: synergy=18.6. (2) Drug 1: COc1cccc2c1C(=O)c1c(O)c3c(c(O)c1C2=O)CC(O)(C(=O)CO)CC3OC1CC(N)C(O)C(C)O1. Synergy scores: synergy=8.46. Cell line: ZR751. Drug 2: C=CCn1c(=O)c2cnc(Nc3ccc(N4CCN(C)CC4)cc3)nc2n1-c1cccc(C(C)(C)O)n1.